From a dataset of TCR-epitope binding with 47,182 pairs between 192 epitopes and 23,139 TCRs. Binary Classification. Given a T-cell receptor sequence (or CDR3 region) and an epitope sequence, predict whether binding occurs between them. (1) The epitope is CINGVCWTV. The TCR CDR3 sequence is CASSQEQGAPGELFF. Result: 1 (the TCR binds to the epitope). (2) The epitope is KLPDDFTGCV. The TCR CDR3 sequence is CASSQGRFSGSGETQYF. Result: 1 (the TCR binds to the epitope). (3) The epitope is ATDALMTGY. The TCR CDR3 sequence is CASSQANSLSPLYF. Result: 0 (the TCR does not bind to the epitope). (4) The epitope is SLYNTVATL. The TCR CDR3 sequence is CASLSGGAFYHTGELFF. Result: 1 (the TCR binds to the epitope). (5) The epitope is KLPDDFTGCV. The TCR CDR3 sequence is CSASEYFTSGGPSLYEQYF. Result: 1 (the TCR binds to the epitope). (6) The epitope is ELAGIGILTV. The TCR CDR3 sequence is CASSFVGQETQYF. Result: 0 (the TCR does not bind to the epitope).